From a dataset of Catalyst prediction with 721,799 reactions and 888 catalyst types from USPTO. Predict which catalyst facilitates the given reaction. (1) Reactant: CCO.[NH2:4][N:5]1[CH:9]=[C:8]([C:10]#[N:11])[CH:7]=[C:6]1[C:12]#[N:13].C(O)(=O)C.[CH:18](N)=[NH:19].C(=O)([O-])[O-].[K+].[K+]. Product: [NH2:13][C:12]1[C:6]2=[CH:7][C:8]([C:10]#[N:11])=[CH:9][N:5]2[N:4]=[CH:18][N:19]=1. The catalyst class is: 25. (2) Reactant: C(OC([N:8]1[CH2:12][CH2:11][CH2:10][CH:9]1[C:13]1[NH:14][C:15]([C:18]2[CH:27]=[CH:26][C:25]3[C:20](=[CH:21][CH:22]=[C:23]([Br:28])[CH:24]=3)[CH:19]=2)=[CH:16][N:17]=1)=O)(C)(C)C.FC(F)(F)C(O)=O. Product: [Br:28][C:23]1[CH:24]=[C:25]2[C:20](=[CH:21][CH:22]=1)[CH:19]=[C:18]([C:15]1[NH:14][C:13]([CH:9]3[CH2:10][CH2:11][CH2:12][NH:8]3)=[N:17][CH:16]=1)[CH:27]=[CH:26]2. The catalyst class is: 4. (3) Reactant: [C:1]1([CH3:14])[CH:6]=[CH:5][C:4]([C:7]23[CH2:12][CH:11]2[CH2:10][C:9](=[O:13])[CH2:8]3)=[CH:3][CH:2]=1.[C:15]([O-])(=O)[CH3:16].[NH4+].[BH3-]C#[N:22].[Na+].[ClH:24].C#N. The catalyst class is: 5. Product: [ClH:24].[C:1]1([CH3:14])[CH:6]=[CH:5][C:4]([C:7]23[CH2:12][CH:11]2[CH2:10][CH:9]([NH2:22])[CH2:8]3)=[CH:3][CH:2]=1.[ClH:24].[CH2:15]([O:13][CH2:9][CH3:10])[CH3:16]. (4) The catalyst class is: 109. Product: [C:1]([C:5]1[CH:10]=[CH:9][C:8]([C:15]2[CH:20]=[CH:19][CH:18]=[CH:17][N:16]=2)=[CH:7][CH:6]=1)([CH3:4])([CH3:3])[CH3:2]. Reactant: [C:1]([C:5]1[CH:10]=[CH:9][C:8](B(O)O)=[CH:7][CH:6]=1)([CH3:4])([CH3:3])[CH3:2].Br[C:15]1[CH:20]=[CH:19][CH:18]=[CH:17][N:16]=1.C([O-])([O-])=O.[K+].[K+].C(O)C. (5) The catalyst class is: 44. Product: [Br-:1].[Br-:1].[C:16]1([P:9]([C:3]2[CH:4]=[CH:5][CH:6]=[CH:7][CH:8]=2)[C:10]2[CH:15]=[CH:14][CH:13]=[CH:12][CH:11]=2)[CH:17]=[CH:18][CH:19]=[CH:20][CH:21]=1. Reactant: [Br:1]Br.[C:3]1([P:9]([C:16]2[CH:21]=[CH:20][CH:19]=[CH:18][CH:17]=2)[C:10]2[CH:15]=[CH:14][CH:13]=[CH:12][CH:11]=2)[CH:8]=[CH:7][CH:6]=[CH:5][CH:4]=1. (6) Reactant: [CH3:1][CH:2]1[CH2:7][CH2:6][C:5](=O)[CH2:4][CH2:3]1.[C:9]([O:13][C:14]([CH3:17])([CH3:16])[CH3:15])(=[O:12])[NH:10][NH2:11]. Product: [CH3:1][CH:2]1[CH2:7][CH2:6][C:5](=[N:11][NH:10][C:9]([O:13][C:14]([CH3:17])([CH3:16])[CH3:15])=[O:12])[CH2:4][CH2:3]1. The catalyst class is: 81. (7) Product: [Cl:1][C:2]1[CH:21]=[CH:20][C:5]([C:6]([N:8]2[CH2:14][C:13]3[CH:15]=[CH:16][CH:17]=[CH:18][C:12]=3[N:11]([CH2:31][C:30]3[CH:33]=[CH:34][C:27]([N+:24]([O-:26])=[O:25])=[CH:28][CH:29]=3)[C:10](=[O:19])[CH2:9]2)=[O:7])=[CH:4][CH:3]=1. The catalyst class is: 3. Reactant: [Cl:1][C:2]1[CH:21]=[CH:20][C:5]([C:6]([N:8]2[CH2:14][C:13]3[CH:15]=[CH:16][CH:17]=[CH:18][C:12]=3[NH:11][C:10](=[O:19])[CH2:9]2)=[O:7])=[CH:4][CH:3]=1.[H-].[Na+].[N+:24]([C:27]1[CH:34]=[CH:33][C:30]([CH2:31]Cl)=[CH:29][CH:28]=1)([O-:26])=[O:25].C(OCC)(=O)C. (8) Reactant: [O:1]1[C:5]2[CH:6]=[CH:7][C:8](B(O)O)=[CH:9][C:4]=2[CH2:3][CH2:2]1.O.[C:14]([OH:18])(=[O:17])[CH:15]=O.[CH3:19][N:20]1[CH2:25][CH2:24][NH:23][CH2:22][CH2:21]1. Product: [O:1]1[C:5]2[CH:6]=[CH:7][C:8]([CH:15]([N:23]3[CH2:24][CH2:25][N:20]([CH3:19])[CH2:21][CH2:22]3)[C:14]([OH:18])=[O:17])=[CH:9][C:4]=2[CH2:3][CH2:2]1. The catalyst class is: 23. (9) Reactant: [CH3:1][C:2]1[N:11]([C:12]2[CH:17]=[CH:16][CH:15]=[CH:14][CH:13]=2)[C:10](=[O:18])[C:9]2[C:4](=[CH:5][CH:6]=[CH:7][CH:8]=2)[N:3]=1.[OH:19][C:20]1[C:27]([O:28]C)=[CH:26][CH:25]=[CH:24][C:21]=1[CH:22]=O.CC([O-])=O.[Na+]. Product: [OH:19][C:20]1[C:27]([OH:28])=[CH:26][CH:25]=[CH:24][C:21]=1[CH:22]=[CH:1][C:2]1[N:11]([C:12]2[CH:17]=[CH:16][CH:15]=[CH:14][CH:13]=2)[C:10](=[O:18])[C:9]2[C:4](=[CH:5][CH:6]=[CH:7][CH:8]=2)[N:3]=1. The catalyst class is: 52. (10) Reactant: [CH3:1][C@@H:2]([C@@H:9]1[C@@:13]2([CH3:28])[CH2:14][CH2:15][CH2:16]/[C:17](=[CH:18]\[CH:19]=[C:20]3\[CH2:21][C@@H:22]([OH:27])[CH2:23][CH2:24][C:25]\3=[CH2:26])/[C@@H:12]2[CH2:11][CH2:10]1)[CH2:3][CH2:4][CH2:5][CH:6]([CH3:8])[CH3:7].C(N(CC)C(C)C)(C)C.Cl[CH2:39][O:40][CH3:41].[Cl-].[NH4+]. Product: [CH3:39][O:40][CH2:41][O:27][CH:22]1[CH2:23][CH2:24][C@@:25]2([CH3:26])[C:20](=[CH:19][CH:18]=[C:17]3[C@@H:16]2[CH2:15][CH2:14][C@@:13]2([CH3:28])[C@H:12]3[CH2:11][CH2:10][C@@H:9]2[C@H:2]([CH3:1])[CH2:3][CH2:4][CH2:5][CH:6]([CH3:7])[CH3:8])[CH2:21]1. The catalyst class is: 98.